From a dataset of Forward reaction prediction with 1.9M reactions from USPTO patents (1976-2016). Predict the product of the given reaction. (1) Given the reactants [F:1][C:2]([F:14])([F:13])[C:3]1[CH:4]=[CH:5][C:6]2[S:10][C:9](S)=[N:8][C:7]=2[CH:12]=1, predict the reaction product. The product is: [F:14][C:2]([F:1])([F:13])[C:3]1[CH:4]=[CH:5][C:6]2[S:10][CH:9]=[N:8][C:7]=2[CH:12]=1. (2) Given the reactants [CH2:1]([O:3][C:4](=[O:18])[C:5]([O:8][C:9]1[CH:14]=[CH:13][C:12]([CH2:15][NH2:16])=[C:11]([Cl:17])[CH:10]=1)([CH3:7])[CH3:6])[CH3:2].ClC1C=C(O)C=CC=1C=O.C(CC(Br)(C)C([O-])=O)C.[F:38][C:39]([F:60])([F:59])[C:40]1[C:45]([C:46](O)=[O:47])=[CH:44][N:43]=[C:42]([C:49]2[CH:54]=[CH:53][C:52]([C:55]([F:58])([F:57])[F:56])=[CH:51][CH:50]=2)[CH:41]=1.COC(=O)C1C(C(F)(F)F)=CC(C2C=CC(C(F)(F)F)=CC=2)=NC=1, predict the reaction product. The product is: [CH2:1]([O:3][C:4](=[O:18])[C:5]([O:8][C:9]1[CH:14]=[CH:13][C:12]([CH2:15][NH:16][C:46]([C:45]2[CH:44]=[N:43][C:42]([C:49]3[CH:54]=[CH:53][C:52]([C:55]([F:58])([F:56])[F:57])=[CH:51][CH:50]=3)=[CH:41][C:40]=2[C:39]([F:38])([F:59])[F:60])=[O:47])=[C:11]([Cl:17])[CH:10]=1)([CH3:7])[CH3:6])[CH3:2]. (3) Given the reactants [NH2:1][C:2]1[NH:3][C:4](=[O:25])[C:5]([N+:22]([O-])=O)=[C:6]([CH:8]([CH2:11][C:12]2[CH:17]=[CH:16][C:15]([O:18][CH3:19])=[C:14]([O:20][CH3:21])[CH:13]=2)[C:9]#N)[N:7]=1, predict the reaction product. The product is: [CH3:21][O:20][C:14]1[CH:13]=[C:12]([CH:17]=[CH:16][C:15]=1[O:18][CH3:19])[CH2:11][C:8]1[C:6]2[N:7]=[C:2]([NH2:1])[NH:3][C:4](=[O:25])[C:5]=2[NH:22][CH:9]=1. (4) Given the reactants [Br:1][C:2]1[CH:3]=[CH:4][C:5]([OH:10])=[C:6]([CH:9]=1)[CH:7]=[O:8].[CH2:11](Br)[C:12]1[CH:17]=[CH:16][CH:15]=[CH:14][CH:13]=1.[I-].[K+].C(=O)([O-])[O-].[K+].[K+], predict the reaction product. The product is: [CH2:11]([O:10][C:5]1[CH:4]=[CH:3][C:2]([Br:1])=[CH:9][C:6]=1[CH:7]=[O:8])[C:12]1[CH:17]=[CH:16][CH:15]=[CH:14][CH:13]=1. (5) Given the reactants CN(C)C=O.[CH2:6]([O:8][C:9](=[O:26])[CH2:10][N:11]([CH2:20][C:21]([O:23][CH2:24][CH3:25])=[O:22])[C:12]1[CH:17]=[C:16](I)[CH:15]=[CH:14][C:13]=1[CH3:19])[CH3:7].[C:27]([O:31][C:32]([CH3:35])([CH3:34])[CH3:33])(=[O:30])[CH:28]=[CH2:29].O, predict the reaction product. The product is: [CH2:6]([O:8][C:9](=[O:26])[CH2:10][N:11]([CH2:20][C:21]([O:23][CH2:24][CH3:25])=[O:22])[C:12]1[CH:17]=[C:16]([CH2:29][CH2:28][C:27]([O:31][C:32]([CH3:35])([CH3:34])[CH3:33])=[O:30])[CH:15]=[CH:14][C:13]=1[CH3:19])[CH3:7].